From a dataset of Forward reaction prediction with 1.9M reactions from USPTO patents (1976-2016). Predict the product of the given reaction. (1) Given the reactants [F:1][C:2]1[CH:3]=[CH:4][C:5]([C@H:9]([NH:11]C(=O)OC(C)(C)C)[CH3:10])=[N+:6]([O-:8])[CH:7]=1.Cl.O1CCOCC1, predict the reaction product. The product is: [F:1][C:2]1[CH:3]=[CH:4][C:5]([C@H:9]([NH2:11])[CH3:10])=[N+:6]([O-:8])[CH:7]=1. (2) Given the reactants Br[C:2]1[CH:3]=[C:4]([C:8]2[N:13]=[C:12]([C:14]3[CH:19]=[CH:18][C:17]([Cl:20])=[C:16]([CH3:21])[CH:15]=3)[CH:11]=[C:10]([CH3:22])[N:9]=2)[CH:5]=[CH:6][CH:7]=1.[C:23]([NH:27][S:28]([C:31]1[CH:32]=[C:33](B(O)O)[CH:34]=[CH:35][CH:36]=1)(=[O:30])=[O:29])([CH3:26])([CH3:25])[CH3:24], predict the reaction product. The product is: [C:23]([NH:27][S:28]([C:31]1[CH:36]=[C:35]([C:2]2[CH:7]=[CH:6][CH:5]=[C:4]([C:8]3[N:13]=[C:12]([C:14]4[CH:19]=[CH:18][C:17]([Cl:20])=[C:16]([CH3:21])[CH:15]=4)[CH:11]=[C:10]([CH3:22])[N:9]=3)[CH:3]=2)[CH:34]=[CH:33][CH:32]=1)(=[O:30])=[O:29])([CH3:26])([CH3:24])[CH3:25]. (3) The product is: [CH2:29]([O:32][C:33]1([CH3:39])[CH2:34][CH2:35][N:36]([C:17]2[N:16]3[N:19]=[C:20]([C:22]([O:24][CH2:25][CH3:26])=[O:23])[CH:21]=[C:15]3[N:14]=[C:13]([CH3:27])[C:12]=2[C@H:6]([O:5][C:1]([CH3:4])([CH3:3])[CH3:2])[C:7]([O:9][CH2:10][CH3:11])=[O:8])[CH2:37][CH2:38]1)[CH:30]=[CH2:31]. Given the reactants [C:1]([O:5][C@@H:6]([C:12]1[C:13]([CH3:27])=[N:14][C:15]2[N:16]([N:19]=[C:20]([C:22]([O:24][CH2:25][CH3:26])=[O:23])[CH:21]=2)[C:17]=1Cl)[C:7]([O:9][CH2:10][CH3:11])=[O:8])([CH3:4])([CH3:3])[CH3:2].Cl.[CH2:29]([O:32][C:33]1([CH3:39])[CH2:38][CH2:37][NH:36][CH2:35][CH2:34]1)[CH:30]=[CH2:31], predict the reaction product. (4) The product is: [CH3:47][O:46][CH2:45][CH2:44][N:42]([CH2:41][C:36]1[CH:37]=[CH:38][CH:39]=[C:40]2[C:35]=1[CH:34]=[CH:33][N:32]2[C:30]1[CH:29]=[CH:28][N:27]=[C:26]([NH:1][CH:2]2[CH2:7][CH2:6][CH:5]([N:8]([CH3:13])[S:9]([CH3:12])(=[O:11])=[O:10])[CH2:4][CH2:3]2)[N:31]=1)[CH3:43]. Given the reactants [NH2:1][CH:2]1[CH2:7][CH2:6][CH:5]([N:8]([CH3:13])[S:9]([CH3:12])(=[O:11])=[O:10])[CH2:4][CH2:3]1.CCN(C(C)C)C(C)C.CS([C:26]1[N:31]=[C:30]([N:32]2[C:40]3[C:35](=[C:36]([CH2:41][N:42]([CH2:44][CH2:45][O:46][CH3:47])[CH3:43])[CH:37]=[CH:38][CH:39]=3)[CH:34]=[CH:33]2)[CH:29]=[CH:28][N:27]=1)=O, predict the reaction product. (5) Given the reactants [C:1]([C:3]1[CH:8]=[CH:7][C:6]([S:9]([C:11]2[CH:12]=[C:13]([C:29]([NH:31][CH2:32][C:33]3[CH:38]=[CH:37][C:36]([S:39]([CH3:42])(=[O:41])=[O:40])=[CH:35][CH:34]=3)=[O:30])[C:14](=[O:28])[N:15]([C:18]3[CH:23]=[CH:22][CH:21]=[C:20]([C:24]([F:27])([F:26])[F:25])[CH:19]=3)[C:16]=2[CH3:17])=[O:10])=[CH:5][CH:4]=1)#[CH:2].C1N2CCN(CC2)C1.I[C:52]1[CH:57]=[CH:56][CH:55]=[CH:54][CH:53]=1, predict the reaction product. The product is: [CH3:17][C:16]1[N:15]([C:18]2[CH:23]=[CH:22][CH:21]=[C:20]([C:24]([F:27])([F:26])[F:25])[CH:19]=2)[C:14](=[O:28])[C:13]([C:29]([NH:31][CH2:32][C:33]2[CH:34]=[CH:35][C:36]([S:39]([CH3:42])(=[O:40])=[O:41])=[CH:37][CH:38]=2)=[O:30])=[CH:12][C:11]=1[S:9]([C:6]1[CH:7]=[CH:8][C:3]([C:1]#[C:2][C:52]2[CH:57]=[CH:56][CH:55]=[CH:54][CH:53]=2)=[CH:4][CH:5]=1)=[O:10]. (6) Given the reactants [F:1][C:2]([F:40])([CH2:6][NH:7][C:8]([NH:10][C@@:11]([C:26]1[CH:31]=[C:30]([O:32][C:33]([F:38])([F:37])[CH:34]([F:36])[F:35])[CH:29]=[C:28]([F:39])[CH:27]=1)([C:19]1[CH:24]=[CH:23][C:22]([F:25])=[CH:21][CH:20]=1)[CH2:12][C:13]1[CH:18]=[CH:17][CH:16]=[CH:15][CH:14]=1)=[O:9])[C:3]([OH:5])=O.C(Cl)(=O)OCC.CC[N:49](CC)CC.N.O, predict the reaction product. The product is: [F:1][C:2]([F:40])([CH2:6][NH:7][C:8]([NH:10][C@@:11]([C:26]1[CH:31]=[C:30]([O:32][C:33]([F:37])([F:38])[CH:34]([F:35])[F:36])[CH:29]=[C:28]([F:39])[CH:27]=1)([C:19]1[CH:20]=[CH:21][C:22]([F:25])=[CH:23][CH:24]=1)[CH2:12][C:13]1[CH:18]=[CH:17][CH:16]=[CH:15][CH:14]=1)=[O:9])[C:3]([NH2:49])=[O:5]. (7) Given the reactants [F:1][CH:2]([F:22])[C:3]1[CH:12]=[C:11]2[C:6]([CH:7]=[CH:8][C:9](B3OC(C)(C)C(C)(C)O3)=[CH:10]2)=[CH:5][CH:4]=1.[Cl:23][C:24]1[CH:25]=[C:26]([CH2:30][N:31]2[CH:35]=[CH:34][N:33]=[C:32]2[CH3:36])[N:27]=[N:28][CH:29]=1, predict the reaction product. The product is: [ClH:23].[F:22][CH:2]([F:1])[C:3]1[CH:12]=[C:11]2[C:6]([CH:7]=[CH:8][C:9]([C:24]3[CH:25]=[C:26]([CH2:30][N:31]4[CH:35]=[CH:34][N:33]=[C:32]4[CH3:36])[N:27]=[N:28][CH:29]=3)=[CH:10]2)=[CH:5][CH:4]=1. (8) Given the reactants [OH-].[Li+].[NH2:3][C:4]1[C@:8]2([CH2:13][CH2:12][N:11]([C:14]([O:16][CH2:17][C:18]3[CH:23]=[CH:22][CH:21]=[CH:20][CH:19]=3)=[O:15])[C@@H:10]([CH3:24])[CH2:9]2)[N:7]([C:25]2[CH:30]=[CH:29][CH:28]=[C:27]([F:31])[CH:26]=2)[S:6](=[O:33])(=[O:32])[C:5]=1C(OC)=O, predict the reaction product. The product is: [NH2:3][C:4]1[C@:8]2([CH2:13][CH2:12][N:11]([C:14]([O:16][CH2:17][C:18]3[CH:19]=[CH:20][CH:21]=[CH:22][CH:23]=3)=[O:15])[C@@H:10]([CH3:24])[CH2:9]2)[N:7]([C:25]2[CH:30]=[CH:29][CH:28]=[C:27]([F:31])[CH:26]=2)[S:6](=[O:33])(=[O:32])[CH:5]=1. (9) Given the reactants [NH2:1][C:2]1[CH:7]=[C:6]([C:8]([O:10][CH3:11])=[O:9])[C:5]([S:12]([CH3:15])(=[O:14])=[O:13])=[CH:4][C:3]=1[N:16]1[CH2:21][CH2:20][N:19]([C:22]([O:24][C:25]([CH3:28])([CH3:27])[CH3:26])=[O:23])[C@H:18]([CH:29]([CH3:31])[CH3:30])[C:17]1=O.CCN(CC)CC.[Si](Cl)(Cl)(Cl)Cl.C([O-])(O)=O.[Na+], predict the reaction product. The product is: [CH:29]([C@H:18]1[N:19]([C:22]([O:24][C:25]([CH3:28])([CH3:26])[CH3:27])=[O:23])[CH2:20][CH2:21][N:16]2[C:3]3[CH:4]=[C:5]([S:12]([CH3:15])(=[O:13])=[O:14])[C:6]([C:8]([O:10][CH3:11])=[O:9])=[CH:7][C:2]=3[N:1]=[C:17]12)([CH3:30])[CH3:31].